This data is from Reaction yield outcomes from USPTO patents with 853,638 reactions. The task is: Predict the reaction yield, written as a fraction of the theoretical maximum amount of product (1.0 means a 100% yield; for example, 0.34 means a 34% yield). (1) The reactants are C[Al](C)C.[Cl:5][C:6]1[CH:7]=[CH:8][C:9]([NH2:12])=[N:10][CH:11]=1.[OH:13][C@@H:14]([CH2:19][O:20][C@H:21]([CH3:34])[CH2:22][O:23][Si:24]([CH:31]([CH3:33])[CH3:32])([CH:28]([CH3:30])[CH3:29])[CH:25]([CH3:27])[CH3:26])[C:15](OC)=[O:16]. The catalyst is C1(C)C=CC=CC=1. The product is [Cl:5][C:6]1[CH:7]=[CH:8][C:9]([NH:12][C:15](=[O:16])[C@@H:14]([OH:13])[CH2:19][O:20][C@H:21]([CH3:34])[CH2:22][O:23][Si:24]([CH:28]([CH3:30])[CH3:29])([CH:25]([CH3:26])[CH3:27])[CH:31]([CH3:32])[CH3:33])=[N:10][CH:11]=1. The yield is 0.726. (2) The reactants are [Br-].[Br-].[C:3]1(P(C2C=CC=CC=2)C2C=CC=CC=2)[CH:8]=CC=C[CH:4]=1.[Br:22][C:23]1[CH:28]=[CH:27][C:26]([SiH2:29]OCC(CC=C)CC=C)=[CH:25][CH:24]=1.[CH2:39]([Mg]Br)[CH:40]=[CH2:41].Cl.[CH3:45][CH2:46][CH2:47]CCC.C(OCC)(=O)C. The catalyst is O.C(OCC)C.ClCCl. The product is [Br:22][C:23]1[CH:24]=[CH:25][C:26]([Si:29]([CH2:47][CH:46]=[CH2:45])([CH2:39][CH:40]=[CH2:41])[CH2:8][CH:3]=[CH2:4])=[CH:27][CH:28]=1. The yield is 0.870. (3) The reactants are [F:1][C:2]1[CH:28]=[C:27]([F:29])[CH:26]=[CH:25][C:3]=1[CH2:4][O:5][C:6]1[N:7]=[C:8]([CH3:24])[N:9]([C:13]2[CH:14]=[C:15]([CH:20]=[CH:21][C:22]=2[CH3:23])[C:16]([O:18][CH3:19])=[O:17])[C:10](=[O:12])[CH:11]=1.C1C(=O)N([Br:37])C(=O)C1. The yield is 0.750. The catalyst is ClCCl. The product is [Br:37][C:11]1[C:10](=[O:12])[N:9]([C:13]2[CH:14]=[C:15]([CH:20]=[CH:21][C:22]=2[CH3:23])[C:16]([O:18][CH3:19])=[O:17])[C:8]([CH3:24])=[N:7][C:6]=1[O:5][CH2:4][C:3]1[CH:25]=[CH:26][C:27]([F:29])=[CH:28][C:2]=1[F:1]. (4) The reactants are S(=O)(=O)(O)O.[Br:6][CH:7]([CH2:11][OH:12])[C:8]([OH:10])=[O:9].[CH2:13](O)[CH3:14]. No catalyst specified. The product is [Br:6][CH:7]([CH2:11][OH:12])[C:8]([O:10][CH2:13][CH3:14])=[O:9]. The yield is 0.995. (5) The reactants are [F:1][C:2]1[C:7]([NH:8][CH2:9][C:10]2[CH:15]=[C:14]([C:16]3[CH:21]=[CH:20][CH:19]=[C:18]([F:22])[CH:17]=3)[CH:13]=[C:12]([F:23])[CH:11]=2)=[C:6]([F:24])[CH:5]=[CH:4][C:3]=1[OH:25].C([O-])([O-])=O.[Cs+].[Cs+].Br[CH2:33][C:34]([O:36][CH2:37][CH3:38])=[O:35].O. The catalyst is CC(C)=O. The product is [F:1][C:2]1[C:7]([NH:8][CH2:9][C:10]2[CH:15]=[C:14]([C:16]3[CH:21]=[CH:20][CH:19]=[C:18]([F:22])[CH:17]=3)[CH:13]=[C:12]([F:23])[CH:11]=2)=[C:6]([F:24])[CH:5]=[CH:4][C:3]=1[O:25][CH2:33][C:34]([O:36][CH2:37][CH3:38])=[O:35]. The yield is 0.880.